From a dataset of Reaction yield outcomes from USPTO patents with 853,638 reactions. Predict the reaction yield, written as a fraction of the theoretical maximum amount of product (1.0 means a 100% yield; for example, 0.34 means a 34% yield). The reactants are [Br:1][C:2]1[C:7](=[O:8])[N:6]([CH2:9][CH2:10][CH2:11][C:12](O)=[O:13])[N:5]=[CH:4][C:3]=1[NH:15][C@@H:16]1[CH2:21][C@@H:20]2[CH2:22][C@@H:18]([C:19]2([CH3:24])[CH3:23])[C@H:17]1[CH3:25].Cl.CN(C)CCCN=C=NCC.C(N(CC)CC)C.[N:45]1[CH:50]=[CH:49][C:48]([CH2:51][NH2:52])=[CH:47][CH:46]=1. The catalyst is CN(C)C=O.C(OCC)(=O)C. The product is [Br:1][C:2]1[C:7](=[O:8])[N:6]([CH2:9][CH2:10][CH2:11][C:12]([NH:52][CH2:51][C:48]2[CH:49]=[CH:50][N:45]=[CH:46][CH:47]=2)=[O:13])[N:5]=[CH:4][C:3]=1[NH:15][C@@H:16]1[CH2:21][C@@H:20]2[CH2:22][C@@H:18]([C:19]2([CH3:23])[CH3:24])[C@H:17]1[CH3:25]. The yield is 0.580.